Dataset: Reaction yield outcomes from USPTO patents with 853,638 reactions. Task: Predict the reaction yield, written as a fraction of the theoretical maximum amount of product (1.0 means a 100% yield; for example, 0.34 means a 34% yield). (1) The reactants are [CH3:1][C:2]1[CH:7]=[CH:6][C:5]([C:8]([C:17]2[CH:22]=[CH:21][C:20]([CH3:23])=[CH:19][CH:18]=2)([C:10]2[CH:15]=[CH:14][C:13]([CH3:16])=[CH:12][CH:11]=2)O)=[CH:4][CH:3]=1.S(Cl)(Cl)=O.[NH:28]1[CH2:33][CH2:32][CH2:31][CH2:30][CH2:29]1. The catalyst is C(Cl)(Cl)Cl.C(#N)C. The product is [CH3:1][C:2]1[CH:7]=[CH:6][C:5]([C:8]([C:17]2[CH:22]=[CH:21][C:20]([CH3:23])=[CH:19][CH:18]=2)([C:10]2[CH:15]=[CH:14][C:13]([CH3:16])=[CH:12][CH:11]=2)[N:28]2[CH2:33][CH2:32][CH2:31][CH2:30][CH2:29]2)=[CH:4][CH:3]=1. The yield is 0.920. (2) The reactants are [F-].C([N+](CCCC)(CCCC)CCCC)CCC.[CH3:19][O:20][C:21](=[O:60])[CH2:22][C:23]1[CH:24]=[N:25][CH:26]=[C:27]([C:29]2[CH:34]=[CH:33][C:32]([C:35]([CH2:57][CH3:58])([C:38]3[CH:43]=[CH:42][C:41]([C:44]#[C:45][C:46]([CH2:54][CH3:55])([O:49][Si](C)(C)C)[CH2:47][CH3:48])=[C:40]([CH3:56])[CH:39]=3)[CH2:36][CH3:37])=[CH:31][C:30]=2[CH3:59])[CH:28]=1. The catalyst is O1CCCC1.C(OCC)(=O)C. The product is [CH3:19][O:20][C:21](=[O:60])[CH2:22][C:23]1[CH:24]=[N:25][CH:26]=[C:27]([C:29]2[CH:34]=[CH:33][C:32]([C:35]([CH2:36][CH3:37])([C:38]3[CH:43]=[CH:42][C:41]([C:44]#[C:45][C:46]([CH2:54][CH3:55])([OH:49])[CH2:47][CH3:48])=[C:40]([CH3:56])[CH:39]=3)[CH2:57][CH3:58])=[CH:31][C:30]=2[CH3:59])[CH:28]=1. The yield is 0.520. (3) The reactants are C([N:8]1[CH2:12][CH2:11][CH2:10][CH:9]1[CH2:13][N:14]1[C:18]2=[N:19][CH:20]=[CH:21][CH:22]=[C:17]2[C:16]([S:23]([C:26]2[CH:31]=[CH:30][CH:29]=[C:28]([Cl:32])[CH:27]=2)(=[O:25])=[O:24])=[CH:15]1)C1C=CC=CC=1.ClC(OC(Cl)=O)C. The catalyst is ClCCCl. The product is [Cl:32][C:28]1[CH:27]=[C:26]([S:23]([C:16]2[C:17]3[C:18](=[N:19][CH:20]=[CH:21][CH:22]=3)[N:14]([CH2:13][CH:9]3[CH2:10][CH2:11][CH2:12][NH:8]3)[CH:15]=2)(=[O:25])=[O:24])[CH:31]=[CH:30][CH:29]=1. The yield is 0.680. (4) The reactants are C(OC([NH:11][C:12]1[C:13]([C:23]([NH:25][C:26]2[CH:27]=[N:28][CH:29]=[CH:30][C:31]=2[N:32]2[CH2:37][CH2:36][CH2:35][C@H:34]([NH:38]C(=O)OCC3C=CC=CC=3)[CH2:33]2)=[O:24])=[N:14][C:15]2[C:20]([CH:21]=1)=[CH:19][CH:18]=[C:17](Br)[CH:16]=2)=O)C1C=CC=CC=1. The catalyst is CO.[Pd]. The product is [NH2:11][C:12]1[C:13]([C:23]([NH:25][C:26]2[CH:27]=[N:28][CH:29]=[CH:30][C:31]=2[N:32]2[CH2:37][CH2:36][CH2:35][C@H:34]([NH2:38])[CH2:33]2)=[O:24])=[N:14][C:15]2[C:20]([CH:21]=1)=[CH:19][CH:18]=[CH:17][CH:16]=2. The yield is 0.160. (5) The reactants are [CH3:1][O:2][C:3]([C:5]1[C:13]([NH:14][C:15]2[CH:20]=[CH:19][CH:18]=[CH:17][CH:16]=2)=[C:12]([F:21])[C:8]2[N:9]=[CH:10][NH:11][C:7]=2[CH:6]=1)=[O:4].[Br:22]N1C(=O)CCC1=O. No catalyst specified. The product is [CH3:1][O:2][C:3]([C:5]1[C:13]([NH:14][C:15]2[CH:16]=[CH:17][C:18]([Br:22])=[CH:19][CH:20]=2)=[C:12]([F:21])[C:8]2[N:9]=[CH:10][NH:11][C:7]=2[CH:6]=1)=[O:4]. The yield is 1.00. (6) The reactants are [CH3:1][O:2][C:3]1[CH:4]=[C:5]2[C:10](=[CH:11][C:12]=1[O:13][CH3:14])[N:9]=[CH:8][N:7]=[C:6]2[O:15][C:16]1[CH:22]=[CH:21][C:19]([NH2:20])=[CH:18][CH:17]=1.[CH3:23][O:24][C:25]1[CH:30]=[CH:29][CH:28]=[CH:27][C:26]=1[N:31]=[C:32]=[O:33].CO. The catalyst is C(Cl)(Cl)Cl. The product is [CH3:1][O:2][C:3]1[CH:4]=[C:5]2[C:10](=[CH:11][C:12]=1[O:13][CH3:14])[N:9]=[CH:8][N:7]=[C:6]2[O:15][C:16]1[CH:22]=[CH:21][C:19]([NH:20][C:32]([NH:31][C:26]2[CH:27]=[CH:28][CH:29]=[CH:30][C:25]=2[O:24][CH3:23])=[O:33])=[CH:18][CH:17]=1. The yield is 0.450. (7) The reactants are [ClH:1].[CH3:2][O:3][C:4]1[CH:5]=[C:6]([CH:34]=[C:35]([O:37][CH3:38])[CH:36]=1)[CH2:7][NH:8][C:9]1[CH:10]=[C:11]([N:21]2[CH2:26][CH2:25][N:24](C(OC(C)(C)C)=O)[CH2:23][CH2:22]2)[CH:12]=[CH:13][C:14]=1[C:15](=[O:20])[C:16]([F:19])([F:18])[F:17]. The catalyst is C(OCC)C.ClCCl. The product is [ClH:1].[CH3:38][O:37][C:35]1[CH:34]=[C:6]([CH:5]=[C:4]([O:3][CH3:2])[CH:36]=1)[CH2:7][NH:8][C:9]1[CH:10]=[C:11]([N:21]2[CH2:22][CH2:23][NH:24][CH2:25][CH2:26]2)[CH:12]=[CH:13][C:14]=1[C:15](=[O:20])[C:16]([F:19])([F:18])[F:17]. The yield is 0.810. (8) The reactants are [OH:1][C:2]1[CH:7]=[CH:6][C:5]([C:8]([C:10]2[CH:15]=[CH:14][C:13]([OH:16])=[CH:12][CH:11]=2)=O)=[CH:4][CH:3]=1.[C:17]([C:22]1[CH:27]=[CH:26][C:25]([O:28][CH2:29][C:30]([O:32][CH2:33][CH3:34])=[O:31])=[C:24]([O:35][CH3:36])[CH:23]=1)(=O)[CH2:18][CH2:19]C. No catalyst specified. The product is [CH2:18]([C:17]([C:22]1[CH:27]=[CH:26][C:25]([O:28][CH2:29][C:30]([O:32][CH2:33][CH3:34])=[O:31])=[C:24]([O:35][CH3:36])[CH:23]=1)=[C:8]([C:10]1[CH:15]=[CH:14][C:13]([OH:16])=[CH:12][CH:11]=1)[C:5]1[CH:6]=[CH:7][C:2]([OH:1])=[CH:3][CH:4]=1)[CH3:19]. The yield is 0.900. (9) No catalyst specified. The product is [BrH:19].[BrH:19].[C:2]([S:3][C:15]([C:5]1[CH:6]=[C:7]([C:11]([S:3][C:2](=[NH:1])[NH2:4])([CH3:13])[CH3:12])[CH:8]=[CH:9][CH:10]=1)([CH3:17])[CH3:16])(=[NH:4])[NH2:1]. The yield is 0.170. The reactants are [NH2:1][C:2]([NH2:4])=[S:3].[C:5]1([C:15](O)([CH3:17])[CH3:16])[CH:10]=[CH:9][CH:8]=[C:7]([C:11](O)([CH3:13])[CH3:12])[CH:6]=1.[BrH:19]. (10) The reactants are [NH2:1][C:2]1[C:7]([NH2:8])=[C:6]([NH:9][C@@H:10]2[C@@H:15]3[CH2:16][C@@H:12]([CH:13]=[CH:14]3)[C@@H:11]2[C:17]([NH2:19])=[O:18])[C:5]([Br:20])=[CH:4][N:3]=1.[N:21]1[CH:26]=[C:25]([CH:27]=O)[CH:24]=[N:23][CH:22]=1. No catalyst specified. The product is [Br:20][C:5]1[C:6]([NH:9][C@@H:10]2[C@@H:15]3[CH2:16][C@@H:12]([CH:13]=[CH:14]3)[C@@H:11]2[C:17]([NH2:19])=[O:18])=[C:7]2[N:8]=[C:27]([C:25]3[CH:26]=[N:21][CH:22]=[N:23][CH:24]=3)[NH:1][C:2]2=[N:3][CH:4]=1. The yield is 0.140.